Dataset: Catalyst prediction with 721,799 reactions and 888 catalyst types from USPTO. Task: Predict which catalyst facilitates the given reaction. (1) Reactant: [C:1](Cl)(Cl)=[S:2].[CH3:5][C:6]1[O:10][C:9]([C:11]2[CH:16]=[CH:15][C:14]([NH:17][C:18]3([C:22]#[N:23])[CH2:21][CH2:20][CH2:19]3)=[CH:13][CH:12]=2)=[CH:8][CH:7]=1.N[C:25]1[CH:26]=[C:27]([CH3:33])[C:28]([C:31]#[N:32])=[N:29][CH:30]=1.Cl.CC(N(C)C)=[O:37]. Product: [CH3:33][C:27]1[C:28]([C:31]#[N:32])=[N:29][CH:30]=[C:25]([N:23]2[C:22](=[O:37])[C:18]3([CH2:21][CH2:20][CH2:19]3)[N:17]([C:14]3[CH:15]=[CH:16][C:11]([C:9]4[O:10][C:6]([CH3:5])=[CH:7][CH:8]=4)=[CH:12][CH:13]=3)[C:1]2=[S:2])[CH:26]=1. The catalyst class is: 72. (2) Reactant: [N-:1]=[N+:2]=[N-:3].[Na+].[F:5][C:6]1[C:11]([C:12]([OH:14])=[O:13])=[C:10]([F:15])[C:9]([F:16])=[C:8](F)[C:7]=1[F:18].[F:19][C:20]1[C:25]([C:26]([OH:28])=[O:27])=[C:24]([F:29])[C:23]([F:30])=[C:22](F)[C:21]=1[F:32].[CH2:33]([NH2:36])[CH2:34][NH2:35]. Product: [N:1]([C:8]1[C:7]([F:18])=[C:6]([F:5])[C:11]([C:12]([OH:14])=[O:13])=[C:10]([F:15])[C:9]=1[F:16])=[N+:2]=[N-:3].[N:1]([C:22]1[C:21]([F:32])=[C:20]([F:19])[C:25]([C:26]([OH:28])=[O:27])=[C:24]([F:29])[C:23]=1[F:30])=[N+:2]=[N-:3].[CH2:33]([NH2:36])[CH2:34][NH2:35]. The catalyst class is: 136. (3) Reactant: [C:1]([O:5][C:6]([N:8]1[CH2:11][CH:10]([C:12]2[CH:13]=[C:14]([N:22]([CH3:29])[CH:23]3[CH2:28][CH2:27][O:26][CH2:25][CH2:24]3)[C:15]([CH3:21])=[C:16]([CH:20]=2)[C:17]([OH:19])=O)[CH2:9]1)=[O:7])([CH3:4])([CH3:3])[CH3:2].CCN(C(C)C)C(C)C.CN(C(ON1N=NC2C=CC=NC1=2)=[N+](C)C)C.F[P-](F)(F)(F)(F)F.[NH2:63][CH2:64][C:65]1[C:66](=[O:73])[NH:67][C:68]([CH3:72])=[CH:69][C:70]=1[CH3:71]. Product: [CH3:71][C:70]1[CH:69]=[C:68]([CH3:72])[NH:67][C:66](=[O:73])[C:65]=1[CH2:64][NH:63][C:17]([C:16]1[CH:20]=[C:12]([CH:10]2[CH2:9][N:8]([C:6]([O:5][C:1]([CH3:2])([CH3:3])[CH3:4])=[O:7])[CH2:11]2)[CH:13]=[C:14]([N:22]([CH3:29])[CH:23]2[CH2:24][CH2:25][O:26][CH2:27][CH2:28]2)[C:15]=1[CH3:21])=[O:19]. The catalyst class is: 3. (4) Reactant: C([O:3][C:4](=[O:31])[CH2:5][O:6][C:7]1[CH:16]=[CH:15][C:14]2[C:9](=[CH:10][CH:11]=[C:12]([C:17]3[O:18][C:19]4[CH:30]=[CH:29][CH:28]=[CH:27][C:20]=4[C:21]=3[CH2:22][CH2:23][CH2:24][CH2:25][CH3:26])[CH:13]=2)[CH:8]=1)C.[OH-].[K+]. Product: [CH2:22]([C:21]1[C:20]2[CH:27]=[CH:28][CH:29]=[CH:30][C:19]=2[O:18][C:17]=1[C:12]1[CH:13]=[C:14]2[C:9](=[CH:10][CH:11]=1)[CH:8]=[C:7]([O:6][CH2:5][C:4]([OH:31])=[O:3])[CH:16]=[CH:15]2)[CH2:23][CH2:24][CH2:25][CH3:26]. The catalyst class is: 20. (5) Reactant: [CH2:1]([NH:5][C:6]1[N:11]=[C:10]([NH:12][CH2:13][CH2:14][CH3:15])[N:9]=[C:8](Cl)[N:7]=1)[CH2:2][C:3]#[CH:4].[CH3:17][NH2:18].C1COCC1. Product: [CH2:1]([NH:5][C:6]1[N:7]=[C:8]([NH:18][CH3:17])[N:9]=[C:10]([NH:12][CH2:13][CH2:14][CH3:15])[N:11]=1)[CH2:2][C:3]#[CH:4]. The catalyst class is: 12. (6) Reactant: C(Cl)(=O)C1C=CC=CC=1.[NH4+].[N:11]#[C:12][S-:13].[CH2:14]([C:16]1[CH:17]=[C:18]([CH:20]=[CH:21][CH:22]=1)[NH2:19])[CH3:15]. Product: [CH2:14]([C:16]1[CH:17]=[C:18]([NH:19][C:12]([NH2:11])=[S:13])[CH:20]=[CH:21][CH:22]=1)[CH3:15]. The catalyst class is: 21. (7) Reactant: [CH3:1][C:2]1[C:7]([N+:8]([O-])=O)=[C:6]([CH3:11])[N:5]=[C:4]([N:12]2[CH2:17][CH2:16][O:15][CH2:14][CH2:13]2)[N:3]=1.C([O-])=O.[NH4+]. Product: [CH3:1][C:2]1[C:7]([NH2:8])=[C:6]([CH3:11])[N:5]=[C:4]([N:12]2[CH2:13][CH2:14][O:15][CH2:16][CH2:17]2)[N:3]=1. The catalyst class is: 45. (8) Reactant: [N:1]1[CH:6]=[C:5]([C@H:7]2[CH2:12][CH2:11][CH2:10][N:8]2[CH3:9])[CH:4]=[CH:3][CH:2]=1.[H-].[Na+]. Product: [CH3:9][N:8]1[CH:7]([C:5]2[CH:4]=[CH:3][CH:2]=[N:1][CH:6]=2)[CH2:12][CH2:11][CH2:10]1. The catalyst class is: 33. (9) Reactant: [CH3:1][O:2][C:3]1[CH:8]=[CH:7][CH:6]=[CH:5][C:4]=1[N:9]1[CH2:14][CH2:13][N:12]([C:15](=[S:17])[NH2:16])[CH2:11][CH2:10]1.Br[CH:19]([C:25](=O)[C:26]1[CH:31]=[CH:30][CH:29]=[CH:28][CH:27]=1)[CH2:20][C:21]([O:23][CH3:24])=[O:22]. Product: [CH3:1][O:2][C:3]1[CH:8]=[CH:7][CH:6]=[CH:5][C:4]=1[N:9]1[CH2:10][CH2:11][N:12]([C:15]2[S:17][C:19]([CH2:20][C:21]([O:23][CH3:24])=[O:22])=[C:25]([C:26]3[CH:31]=[CH:30][CH:29]=[CH:28][CH:27]=3)[N:16]=2)[CH2:13][CH2:14]1. The catalyst class is: 8.